Dataset: Reaction yield outcomes from USPTO patents with 853,638 reactions. Task: Predict the reaction yield, written as a fraction of the theoretical maximum amount of product (1.0 means a 100% yield; for example, 0.34 means a 34% yield). (1) The reactants are CC1(C)C(C)(C)OB([C:9]2[CH:10]=[C:11]([NH:15][S:16]([C:19]3[CH:24]=[CH:23][C:22]([F:25])=[CH:21][C:20]=3[F:26])(=[O:18])=[O:17])[CH:12]=[N:13][CH:14]=2)O1.Cl[C:29]1[CH:30]=[CH:31][C:32]2[N:33]=[CH:34][N:35]=[C:36]([O:39][CH:40]3[CH2:45][CH2:44][O:43][CH2:42][CH2:41]3)[C:37]=2[N:38]=1.C(=O)(O)[O-].[Na+]. The catalyst is O1CCOCC1. The product is [O:43]1[CH2:42][CH2:41][CH:40]([O:39][C:36]2[C:37]3[N:38]=[C:29]([C:9]4[CH:10]=[C:11]([NH:15][S:16]([C:19]5[CH:24]=[CH:23][C:22]([F:25])=[CH:21][C:20]=5[F:26])(=[O:17])=[O:18])[CH:12]=[N:13][CH:14]=4)[CH:30]=[CH:31][C:32]=3[N:33]=[CH:34][N:35]=2)[CH2:45][CH2:44]1. The yield is 0.180. (2) The reactants are O=C1C2C(=CC=CC=2)C(=O)[N:3]1[CH2:12][C:13]1[N:14]=[CH:15][C:16]([NH:19][C:20]([NH:22][C:23]2[CH:28]=[C:27]([CH3:29])[CH:26]=[CH:25][C:24]=2[O:30][CH3:31])=[O:21])=[N:17][CH:18]=1.O.NN. The catalyst is CCO.CN(C=O)C. The product is [NH2:3][CH2:12][C:13]1[N:14]=[CH:15][C:16]([NH:19][C:20]([NH:22][C:23]2[CH:28]=[C:27]([CH3:29])[CH:26]=[CH:25][C:24]=2[O:30][CH3:31])=[O:21])=[N:17][CH:18]=1. The yield is 0.720. (3) The reactants are Br[C:2]1[CH:3]=[N:4][CH:5]=[CH:6][C:7]=1[CH2:8][C:9]([C:11]1[CH:12]=[C:13]2[C:17](=[CH:18][CH:19]=1)[C:16](=[N:20][O:21][Si](C(C)(C)C)(C)C)[CH2:15][CH2:14]2)=[O:10].C[Si]([N-][Si](C)(C)C)(C)C.[Na+].[N:39]([CH2:42][CH2:43][CH3:44])=[C:40]=[S:41].CCCC[N+](CCCC)(CCCC)CCCC.[F-]. The catalyst is CN1C(=O)CCC1.C(OCC)(=O)C. The product is [OH:21][N:20]=[C:16]1[C:17]2[C:13](=[CH:12][C:11]([C:9]([C:8]3[C:7]4[C:2](=[CH:3][N:4]=[CH:5][CH:6]=4)[S:41][C:40]=3[NH:39][CH2:42][CH2:43][CH3:44])=[O:10])=[CH:19][CH:18]=2)[CH2:14][CH2:15]1. The yield is 0.300. (4) The reactants are [F:1][C:2]([F:30])([F:29])[C:3]1[CH:4]=[C:5]2[C:10](=[CH:11][CH:12]=1)[N:9]=[CH:8][CH:7]=[C:6]2[O:13][CH2:14][CH2:15][CH2:16][CH2:17][CH2:18][O:19][C:20]1[C:21](=[O:28])[CH:22]=[C:23]([CH2:26][OH:27])[O:24][CH:25]=1.C(N(CC)CC)C.[CH3:38][S:39](Cl)(=[O:41])=[O:40]. The catalyst is C(Cl)Cl. The product is [CH3:38][S:39]([O:27][CH2:26][C:23]1[O:24][CH:25]=[C:20]([O:19][CH2:18][CH2:17][CH2:16][CH2:15][CH2:14][O:13][C:6]2[C:5]3[C:10](=[CH:11][CH:12]=[C:3]([C:2]([F:1])([F:29])[F:30])[CH:4]=3)[N:9]=[CH:8][CH:7]=2)[C:21](=[O:28])[CH:22]=1)(=[O:41])=[O:40]. The yield is 0.905. (5) The reactants are [Br:1][C:2]1[CH:3]=[C:4]2[C:15](=O)[C:14]3[C:9](=[CH:10][CH:11]=[C:12]([I:17])[CH:13]=3)[O:8][C:5]2=[N:6][CH:7]=1.[I-].C[S+](C)C.C[C:24](C)([O-:26])C.[Li+].C[Si]([N:33]=[N+]=[N-])(C)C.[H-].[H-].[H-].[H-].[Li+].[Al+3].O.O.O.O.O.O.O.O.O.O.S([O-])([O-])(=O)=O.[Na+].[Na+]. The catalyst is CS(C)=O. The product is [NH2:33][C:15]1([CH2:24][OH:26])[C:4]2[C:5](=[N:6][CH:7]=[C:2]([Br:1])[CH:3]=2)[O:8][C:9]2[C:14]1=[CH:13][C:12]([I:17])=[CH:11][CH:10]=2. The yield is 0.408. (6) The reactants are [Br:1][C:2]1[CH:7]=[CH:6][CH:5]=[CH:4][C:3]=1[S:8](Cl)(=[O:10])=[O:9].[C:12]([NH:15][CH:16]1[CH2:21][CH2:20][NH:19][CH2:18][CH2:17]1)(=[O:14])[CH3:13].C(N(C(C)C)CC)(C)C. The catalyst is C(Cl)Cl. The product is [Br:1][C:2]1[CH:7]=[CH:6][CH:5]=[CH:4][C:3]=1[S:8]([N:19]1[CH2:20][CH2:21][CH:16]([NH:15][C:12](=[O:14])[CH3:13])[CH2:17][CH2:18]1)(=[O:10])=[O:9]. The yield is 0.950. (7) The reactants are CON(C)[C:4]([C:6]1[CH:19]=[C:18]2[C:9]([O:10][CH2:11][CH2:12][N:13]3[C:17]2=[N:16][C:15]([C:20]2[N:24]([CH:25]([CH3:27])[CH3:26])[N:23]=[CH:22][N:21]=2)=[CH:14]3)=[CH:8][CH:7]=1)=[O:5].[CH3:29][Mg]Cl. The catalyst is C1COCC1. The product is [CH3:27][CH:25]([N:24]1[C:20]([C:15]2[N:16]=[C:17]3[N:13]([CH:14]=2)[CH2:12][CH2:11][O:10][C:9]2[C:18]3=[CH:19][C:6]([C:4](=[O:5])[CH3:29])=[CH:7][CH:8]=2)=[N:21][CH:22]=[N:23]1)[CH3:26]. The yield is 0.800.